From a dataset of Catalyst prediction with 721,799 reactions and 888 catalyst types from USPTO. Predict which catalyst facilitates the given reaction. Reactant: C[O:2][C:3]([C:5]1[N:6]=[CH:7][N:8]([C:10]2[CH:15]=[CH:14][C:13]([C:16]#[N:17])=[CH:12][C:11]=2[F:18])[CH:9]=1)=[O:4].[OH-].[Na+]. Product: [C:16]([C:13]1[CH:14]=[CH:15][C:10]([N:8]2[CH:9]=[C:5]([C:3]([OH:4])=[O:2])[N:6]=[CH:7]2)=[C:11]([F:18])[CH:12]=1)#[N:17]. The catalyst class is: 83.